Task: Regression. Given two drug SMILES strings and cell line genomic features, predict the synergy score measuring deviation from expected non-interaction effect.. Dataset: NCI-60 drug combinations with 297,098 pairs across 59 cell lines (1) Drug 1: C1CN1C2=NC(=NC(=N2)N3CC3)N4CC4. Drug 2: C#CCC(CC1=CN=C2C(=N1)C(=NC(=N2)N)N)C3=CC=C(C=C3)C(=O)NC(CCC(=O)O)C(=O)O. Cell line: SK-MEL-2. Synergy scores: CSS=21.1, Synergy_ZIP=1.78, Synergy_Bliss=7.18, Synergy_Loewe=4.13, Synergy_HSA=3.96. (2) Drug 2: C1=CC=C(C(=C1)C(C2=CC=C(C=C2)Cl)C(Cl)Cl)Cl. Synergy scores: CSS=51.1, Synergy_ZIP=-1.35, Synergy_Bliss=0.883, Synergy_Loewe=-19.2, Synergy_HSA=1.31. Drug 1: COC1=NC(=NC2=C1N=CN2C3C(C(C(O3)CO)O)O)N. Cell line: DU-145. (3) Cell line: SW-620. Synergy scores: CSS=-0.260, Synergy_ZIP=1.51, Synergy_Bliss=0.205, Synergy_Loewe=-0.285, Synergy_HSA=-3.22. Drug 2: C(CC(=O)O)C(=O)CN.Cl. Drug 1: CS(=O)(=O)CCNCC1=CC=C(O1)C2=CC3=C(C=C2)N=CN=C3NC4=CC(=C(C=C4)OCC5=CC(=CC=C5)F)Cl. (4) Drug 1: CCN(CC)CCCC(C)NC1=C2C=C(C=CC2=NC3=C1C=CC(=C3)Cl)OC. Drug 2: COCCOC1=C(C=C2C(=C1)C(=NC=N2)NC3=CC=CC(=C3)C#C)OCCOC.Cl. Cell line: KM12. Synergy scores: CSS=28.1, Synergy_ZIP=1.11, Synergy_Bliss=2.81, Synergy_Loewe=-1.82, Synergy_HSA=2.73.